Dataset: Catalyst prediction with 721,799 reactions and 888 catalyst types from USPTO. Task: Predict which catalyst facilitates the given reaction. (1) Reactant: [C:1]([C:3]1[CH:4]=[C:5]([S:9]([N:12]=[C:13]([N:17]2[N:21]=[CH:20][C:19]3([CH2:25][CH2:24][CH2:23][CH2:22]3)[CH2:18]2)[NH:14][CH2:15][CH3:16])(=[O:11])=[O:10])[CH:6]=[CH:7][CH:8]=1)#[N:2].Cl.[OH-].[Na+]. Product: [NH2:2][CH2:1][C:3]1[CH:4]=[C:5]([S:9]([N:12]=[C:13]([N:17]2[NH:21][CH2:20][C:19]3([CH2:22][CH2:23][CH2:24][CH2:25]3)[CH2:18]2)[NH:14][CH2:15][CH3:16])(=[O:10])=[O:11])[CH:6]=[CH:7][CH:8]=1. The catalyst class is: 1. (2) Reactant: C[N+]1([O-])CCOCC1.[CH3:9][C:10]([C@@H:14]1[C@:22]2([CH3:23])[C@H:17]([C@@H:18]([OH:24])[CH2:19][CH2:20][CH2:21]2)[CH2:16][CH2:15]1)([CH3:13])[CH2:11][CH3:12]. Product: [CH3:13][C:10]([C@@H:14]1[C@:22]2([CH3:23])[C@H:17]([C:18](=[O:24])[CH2:19][CH2:20][CH2:21]2)[CH2:16][CH2:15]1)([CH3:9])[CH2:11][CH3:12]. The catalyst class is: 862. (3) Reactant: [NH2:1][C:2]1[N:7]=[C:6]([O:8][CH3:9])[C:5]([C:10](=[O:19])[CH2:11][CH2:12][CH:13]2[CH2:18][CH2:17][NH:16][CH2:15][CH2:14]2)=[CH:4][C:3]=1[Cl:20].I[CH2:22][CH2:23][CH2:24][CH3:25].C(=O)([O-])[O-].[K+].[K+]. Product: [NH2:1][C:2]1[N:7]=[C:6]([O:8][CH3:9])[C:5]([C:10](=[O:19])[CH2:11][CH2:12][CH:13]2[CH2:18][CH2:17][N:16]([CH2:22][CH2:23][CH2:24][CH3:25])[CH2:15][CH2:14]2)=[CH:4][C:3]=1[Cl:20]. The catalyst class is: 54. (4) Product: [Cl:11][C:12]1[CH:17]=[C:16]([CH:15]=[CH:14][C:13]=1[O:20][C:2]1[CH:7]=[CH:6][C:5]([N+:8]([O-:10])=[O:9])=[CH:4][CH:3]=1)[C:18]#[N:19]. The catalyst class is: 9. Reactant: F[C:2]1[CH:7]=[CH:6][C:5]([N+:8]([O-:10])=[O:9])=[CH:4][CH:3]=1.[Cl:11][C:12]1[CH:17]=[C:16]([C:18]#[N:19])[CH:15]=[CH:14][C:13]=1[OH:20].C(=O)([O-])[O-].[K+].[K+].O. (5) The catalyst class is: 1. Reactant: [Cl:1][C:2]1[C:7]2[C:8]([CH:11]3[CH2:13][CH2:12]3)=[N:9][O:10][C:6]=2[CH:5]=[C:4]([NH:14][C:15]([C:28]2[CH:33]=[CH:32][CH:31]=[CH:30][CH:29]=2)([C:22]2[CH:27]=[CH:26][CH:25]=[CH:24][CH:23]=2)[C:16]2[CH:21]=[CH:20][CH:19]=[CH:18][CH:17]=2)[C:3]=1[CH:34]=[O:35].[CH3:36][Mg]Cl.C1COCC1. Product: [Cl:1][C:2]1[C:7]2[C:8]([CH:11]3[CH2:12][CH2:13]3)=[N:9][O:10][C:6]=2[CH:5]=[C:4]([NH:14][C:15]([C:16]2[CH:21]=[CH:20][CH:19]=[CH:18][CH:17]=2)([C:22]2[CH:23]=[CH:24][CH:25]=[CH:26][CH:27]=2)[C:28]2[CH:33]=[CH:32][CH:31]=[CH:30][CH:29]=2)[C:3]=1[CH:34]([OH:35])[CH3:36]. (6) The catalyst class is: 31. Reactant: Cl[C:2]1[C:12]([C:13]#[N:14])=[CH:11][C:5]([C:6]([O:8][CH2:9][CH3:10])=[O:7])=[C:4]([CH3:15])[N:3]=1.[NH:16]1[CH2:21][CH2:20][CH2:19][CH:18]([CH2:22][C:23]([OH:25])=[O:24])[CH2:17]1.CCN(C(C)C)C(C)C.CC(O)=O. Product: [C:13]([C:12]1[C:2]([N:16]2[CH2:21][CH2:20][CH2:19][CH:18]([CH2:22][C:23]([OH:25])=[O:24])[CH2:17]2)=[N:3][C:4]([CH3:15])=[C:5]([C:6]([O:8][CH2:9][CH3:10])=[O:7])[CH:11]=1)#[N:14]. (7) Reactant: [H-].[Na+].[Cl:3][C:4]1[CH:5]=[C:6]([C@@:10]([C@@H:15]2[CH2:20][CH2:19][CH2:18][N:17]([C:21]([O:23][C:24]([CH3:27])([CH3:26])[CH3:25])=[O:22])[CH2:16]2)([OH:14])[CH2:11][CH2:12][CH3:13])[CH:7]=[CH:8][CH:9]=1.Br[CH2:29][CH2:30][O:31][Si:32]([C:35]([CH3:38])([CH3:37])[CH3:36])([CH3:34])[CH3:33].[NH4+].[Cl-]. Product: [Si:32]([O:31][CH2:30][CH2:29][O:14][C@:10]([C@@H:15]1[CH2:20][CH2:19][CH2:18][N:17]([C:21]([O:23][C:24]([CH3:26])([CH3:25])[CH3:27])=[O:22])[CH2:16]1)([C:6]1[CH:7]=[CH:8][CH:9]=[C:4]([Cl:3])[CH:5]=1)[CH2:11][CH2:12][CH3:13])([C:35]([CH3:38])([CH3:37])[CH3:36])([CH3:34])[CH3:33]. The catalyst class is: 1. (8) Reactant: Cl[C:2]1[N:7]=[C:6]([N:8]2[CH2:13][CH2:12][O:11][CH2:10][CH2:9]2)[N:5]=[C:4]([N:14]2[C:18]3[CH:19]=[CH:20][CH:21]=[C:22]([O:23][CH3:24])[C:17]=3[N:16]=[C:15]2[CH:25]([F:27])[F:26])[N:3]=1.CC1(C)C(C)(C)OB([C:36]2[CH2:37][CH2:38][N:39]([C:42]([O:44][C:45]([CH3:48])([CH3:47])[CH3:46])=[O:43])[CH2:40][CH:41]=2)O1.C([O-])([O-])=O.[Na+].[Na+]. Product: [F:26][CH:25]([F:27])[C:15]1[N:14]([C:4]2[N:5]=[C:6]([N:8]3[CH2:13][CH2:12][O:11][CH2:10][CH2:9]3)[N:7]=[C:2]([C:36]3[CH2:41][CH2:40][N:39]([C:42]([O:44][C:45]([CH3:48])([CH3:47])[CH3:46])=[O:43])[CH2:38][CH:37]=3)[N:3]=2)[C:18]2[CH:19]=[CH:20][CH:21]=[C:22]([O:23][CH3:24])[C:17]=2[N:16]=1. The catalyst class is: 75.